From a dataset of Forward reaction prediction with 1.9M reactions from USPTO patents (1976-2016). Predict the product of the given reaction. (1) The product is: [NH2:1][C:4]1[CH:9]=[CH:8][C:7]([CH2:10][CH2:11][C:12]2[N:13]=[C:14]([NH:23][C:24](=[O:26])[CH3:25])[S:15][C:16]=2[C:17]2[CH:22]=[CH:21][CH:20]=[CH:19][CH:18]=2)=[CH:6][CH:5]=1. Given the reactants [N+:1]([C:4]1[CH:9]=[CH:8][C:7](/[CH:10]=[CH:11]/[C:12]2[N:13]=[C:14]([NH:23][C:24](=[O:26])[CH3:25])[S:15][C:16]=2[C:17]2[CH:22]=[CH:21][CH:20]=[CH:19][CH:18]=2)=[CH:6][CH:5]=1)([O-])=O.[N+](C1C=CC(/C=C\C2N=C(NC(=O)C)SC=2C2C=CC=CC=2)=CC=1)([O-])=O.CO, predict the reaction product. (2) Given the reactants O.[OH-].[Li+].[O:4]1[CH:8]=[CH:7][CH:6]=[C:5]1[C:9]1[O:10][C:11]([CH3:43])=[C:12]([CH2:14][O:15][C:16]2[CH:42]=[CH:41][C:19]([CH2:20][O:21]/[N:22]=[C:23](/[C:35]3[CH:40]=[CH:39][CH:38]=[CH:37][CH:36]=3)\[CH2:24][CH2:25][CH2:26][CH2:27][CH2:28][CH2:29][C:30]([O:32]CC)=[O:31])=[CH:18][CH:17]=2)[N:13]=1.O.Cl, predict the reaction product. The product is: [O:4]1[CH:8]=[CH:7][CH:6]=[C:5]1[C:9]1[O:10][C:11]([CH3:43])=[C:12]([CH2:14][O:15][C:16]2[CH:17]=[CH:18][C:19]([CH2:20][O:21]/[N:22]=[C:23](/[C:35]3[CH:36]=[CH:37][CH:38]=[CH:39][CH:40]=3)\[CH2:24][CH2:25][CH2:26][CH2:27][CH2:28][CH2:29][C:30]([OH:32])=[O:31])=[CH:41][CH:42]=2)[N:13]=1. (3) Given the reactants [Cl:1][C:2]1[CH:7]=[C:6]([N:8]2[C:12]3=[N:13][CH:14]=[CH:15][CH:16]=[C:11]3[N:10]=[CH:9]2)[CH:5]=[CH:4][C:3]=1[CH2:17][C:18]([OH:20])=O.[CH2:21]([N:23]1[CH2:28][CH2:27][N:26]([CH2:29][C:30]2[CH:35]=[CH:34][C:33]([NH2:36])=[CH:32][C:31]=2[C:37]([F:40])([F:39])[F:38])[CH2:25][CH2:24]1)[CH3:22], predict the reaction product. The product is: [Cl:1][C:2]1[CH:7]=[C:6]([N:8]2[C:12]3=[N:13][CH:14]=[CH:15][CH:16]=[C:11]3[N:10]=[CH:9]2)[CH:5]=[CH:4][C:3]=1[CH2:17][C:18]([NH:36][C:33]1[CH:34]=[CH:35][C:30]([CH2:29][N:26]2[CH2:25][CH2:24][N:23]([CH2:21][CH3:22])[CH2:28][CH2:27]2)=[C:31]([C:37]([F:40])([F:39])[F:38])[CH:32]=1)=[O:20].